Dataset: Experimentally validated miRNA-target interactions with 360,000+ pairs, plus equal number of negative samples. Task: Binary Classification. Given a miRNA mature sequence and a target amino acid sequence, predict their likelihood of interaction. (1) The miRNA is hsa-miR-548av-3p with sequence AAAACUGCAGUUACUUUUGC. The protein sequence of the target gene is MERARRRGGGGSGGGRGRGGKNVGGPGLSKSRLYPQAQHSHYPHYSASATPNQSGGTSEIQELASKRVDIQKKRFYLDVKQSSRGRFLKIAEVWIGRGRQDNIRKSKLTLSLSVAAELKDCLGDFIEHYAHLGLKGHRQEHGQSKEQVSRRRQKHSAPSPPVSVGSEEHPHSVLKTDYIERDNRKYYLDLKENQRGRFLRIRQTMMRGTGMIGYFGHSLGQDQTIVLPAQGMIEFRDALVQLIEDYGEGDIEERRCGDDDPLELPEGTSFRVDNKRFYFDVGSNKYGIFLKVSEVRPPYR.... Result: 0 (no interaction). (2) The miRNA is hsa-miR-17-5p with sequence CAAAGUGCUUACAGUGCAGGUAG. The protein sequence of the target gene is MSYGEIEGKFLGPREEVTSEPRCKKLKSTTESYVFHNHSNADFHRIQEKTGNDWVPVTIIDVRGHSYLQENKIKTTDLHRPLHDEMPGNRPDVIESIDSQVLQEARPPLVSADDEIYSTSKAFIGPIYKPPEKKKRNEGRNEAHVLNGINDRGGQKEKQKFNSEKSEIDNELFQFYKEIEELEKEKDGFENSCKESEPSQEQFVPFYEGHNNGLLKPDEEKKDLSNKAMPSHCDYQQNLGNEPDKYPCNGQVIPTFCDTSFTSFRPEWQSVYPFIVPYGPPLPSLNYHLNIQRFSGPPNP.... Result: 1 (interaction). (3) The miRNA is hsa-miR-1179 with sequence AAGCAUUCUUUCAUUGGUUGG. The protein sequence of the target gene is MKIEEVKSTTKTQRIASHSHVKGLGLDESGLAKQAASGLVGQENAREACGVIVELIKSKKMAGRAVLLAGPPGTGKTALALAIAQELGSKVPFCPMVGSEVYSTEIKKTEVLMENFRRAIGLRIKETKEVYEGEVTELTPCETENPMGGYGKTISHVIIGLKTAKGTKQLKLDPSIFESLQKERVEAGDVIYIEANSGAVKRQGRCDTYATEFDLEAEEYVPLPKGDVHKKKEIIQDVTLHDLDVANARPQGGQDILSMMGQLMKPKKTEITDKLRGEINKVVNKYIDQGIAELVPGVLF.... Result: 0 (no interaction). (4) Result: 1 (interaction). The miRNA is hsa-miR-130b-5p with sequence ACUCUUUCCCUGUUGCACUAC. The protein sequence of the target gene is MRRFVYCKVVLATSLMWVLVDVFLLLYFSECNKCDDKKERSLLPALRAVISRNQEGPGEMGKAVLIPKDDQEKMKELFKINQFNLMASDLIALNRSLPDVRLEGCKTKVYPDELPNTSVVIVFHNEAWSTLLRTVYSVINRSPHYLLSEVILVDDASERDFLKLTLENYVKNLEVPVKIIRMEERSGLIRARLRGAAASKGQVITFLDAHCECTLGWLEPLLARIKEDRKTVVCPIIDVISDDTFEYMAGSDMTYGGFNWKLNFRWYPVPQREMDRRKGDRTLPVRTPTMAGGLFSIDRN....